Dataset: Retrosynthesis with 50K atom-mapped reactions and 10 reaction types from USPTO. Task: Predict the reactants needed to synthesize the given product. (1) Given the product CCCC(C(=O)OC)c1c(C)nc2cc(C(C)(C)C)nn2c1-c1ccc(CC)cc1, predict the reactants needed to synthesize it. The reactants are: CCCC(C(=O)OC)c1c(C)nc2cc(C(C)(C)C)nn2c1Cl.CCc1ccc(B(O)O)cc1. (2) The reactants are: C=CCN.O=Cc1ccoc1. Given the product C=CCNCc1ccoc1, predict the reactants needed to synthesize it. (3) Given the product Cc1nc(NCCCc2cccc(O)c2)nc(C)c1C(=O)N[C@@H](CNC(=O)c1cccs1)C(=O)O, predict the reactants needed to synthesize it. The reactants are: COC(=O)[C@H](CNC(=O)c1cccs1)NC(=O)c1c(C)nc(NCCCc2cccc(O)c2)nc1C. (4) The reactants are: CN(C)CCOC1CCN(C(=O)OC(C)(C)C)CC1. Given the product O=C(O)C(F)(F)F, predict the reactants needed to synthesize it. (5) Given the product COc1cccc([C@@H](Oc2ccc3c(cnn3-c3ccc(F)cc3)c2)[C@H](C)NC(=O)c2ccc(Br)s2)c1, predict the reactants needed to synthesize it. The reactants are: COc1cccc([C@@H](Oc2ccc3c(cnn3-c3ccc(F)cc3)c2)[C@H](C)N)c1.O=C(O)c1ccc(Br)s1.